This data is from Catalyst prediction with 721,799 reactions and 888 catalyst types from USPTO. The task is: Predict which catalyst facilitates the given reaction. (1) Reactant: [CH:1]1([N:5]2[CH2:10][CH2:9][N:8]([C:11]([O:13][C:14]([CH3:17])([CH3:16])[CH3:15])=[O:12])[C@@H:7]([C:18]([N:20]3[CH2:25][CH2:24][NH:23][CH2:22][CH2:21]3)=[O:19])[CH2:6]2)[CH2:4][CH2:3][CH2:2]1.C(N(CC)CC)C.[F:33][C:34]([F:45])([F:44])[C:35]1[CH:40]=[CH:39][C:38]([N:41]=[C:42]=[O:43])=[CH:37][CH:36]=1. Product: [CH:1]1([N:5]2[CH2:10][CH2:9][N:8]([C:11]([O:13][C:14]([CH3:17])([CH3:16])[CH3:15])=[O:12])[C@@H:7]([C:18]([N:20]3[CH2:21][CH2:22][N:23]([C:42]([NH:41][C:38]4[CH:37]=[CH:36][C:35]([C:34]([F:33])([F:44])[F:45])=[CH:40][CH:39]=4)=[O:43])[CH2:24][CH2:25]3)=[O:19])[CH2:6]2)[CH2:2][CH2:3][CH2:4]1. The catalyst class is: 4. (2) Reactant: [CH:1]([C:3]1[CH:28]=[CH:27][C:6]([C:7]([NH:9][C:10]2[S:11][C:12]3[C:18]([C:19]4[CH:24]=[CH:23][CH:22]=[CH:21][CH:20]=4)=[CH:17][CH:16]=[C:15]([O:25][CH3:26])[C:13]=3[N:14]=2)=[O:8])=[CH:5][CH:4]=1)=[O:2].[BH4-].[Na+].O.Cl. Product: [OH:2][CH2:1][C:3]1[CH:28]=[CH:27][C:6]([C:7]([NH:9][C:10]2[S:11][C:12]3[C:18]([C:19]4[CH:24]=[CH:23][CH:22]=[CH:21][CH:20]=4)=[CH:17][CH:16]=[C:15]([O:25][CH3:26])[C:13]=3[N:14]=2)=[O:8])=[CH:5][CH:4]=1. The catalyst class is: 1. (3) Reactant: [NH:1]1[CH2:8][CH2:7][CH2:6][C@H:2]1[C:3]([OH:5])=[O:4].[CH2:9]=O.[H][H]. Product: [CH3:9][N:1]1[CH2:8][CH2:7][CH2:6][C@H:2]1[C:3]([OH:5])=[O:4]. The catalyst class is: 19. (4) Reactant: F[C:2]1[CH:10]=[CH:9][C:8]([C:11]#[N:12])=[C:7]2[C:3]=1[CH:4]=[C:5]([C:23]1[CH2:24][CH2:25][N:26]([S:29]([CH3:32])(=[O:31])=[O:30])[CH2:27][CH:28]=1)[N:6]2[S:13]([C:16]1[CH:22]=[CH:21][C:19]([CH3:20])=[CH:18][CH:17]=1)(=[O:15])=[O:14].[NH:33]1[CH2:38][CH2:37][CH2:36][C@@H:35]([NH:39][C:40]([C:42]2[S:43][CH:44]=[CH:45][N:46]=2)=[O:41])[CH2:34]1.O. Product: [C:11]([C:8]1[CH:9]=[CH:10][C:2]([N:33]2[CH2:38][CH2:37][CH2:36][C@@H:35]([NH:39][C:40]([C:42]3[S:43][CH:44]=[CH:45][N:46]=3)=[O:41])[CH2:34]2)=[C:3]2[C:7]=1[N:6]([S:13]([C:16]1[CH:22]=[CH:21][C:19]([CH3:20])=[CH:18][CH:17]=1)(=[O:14])=[O:15])[C:5]([C:23]1[CH2:24][CH2:25][N:26]([S:29]([CH3:32])(=[O:31])=[O:30])[CH2:27][CH:28]=1)=[CH:4]2)#[N:12]. The catalyst class is: 16. (5) Reactant: [F:1][C:2]1[CH:10]=[C:9]2[C:5]([C:6]([CH:11]=[O:12])=[CH:7][NH:8]2)=[CH:4][CH:3]=1.[H-].[Na+].[CH3:15][O:16][C:17]1[CH:22]=[CH:21][C:20]([S:23](Cl)(=[O:25])=[O:24])=[CH:19][C:18]=1[CH:27]1[CH2:32][CH2:31][N:30]([C:33](=[O:38])[C:34]([Cl:37])([Cl:36])[Cl:35])[CH2:29][CH2:28]1. Product: [F:1][C:2]1[CH:10]=[C:9]2[C:5]([C:6]([CH:11]=[O:12])=[CH:7][N:8]2[S:23]([C:20]2[CH:21]=[CH:22][C:17]([O:16][CH3:15])=[C:18]([CH:27]3[CH2:28][CH2:29][N:30]([C:33](=[O:38])[C:34]([Cl:37])([Cl:35])[Cl:36])[CH2:31][CH2:32]3)[CH:19]=2)(=[O:25])=[O:24])=[CH:4][CH:3]=1. The catalyst class is: 1. (6) Reactant: [Si]([O:8][C@@H:9]([C@H:11]1[C:14](=[O:15])[NH:13][C@@H:12]1[CH2:16][C:17]([C:19]1[CH:20]=[C:21]([CH:29]=[CH:30][CH:31]=1)[C:22]([O:24][C:25]([CH3:28])([CH3:27])[CH3:26])=[O:23])=[O:18])[CH3:10])(C(C)(C)C)(C)C.C(O)(=O)C.[F-].C([N+](CCCC)(CCCC)CCCC)CCC.C(=O)([O-])O.[Na+]. Product: [OH:8][C@@H:9]([C@H:11]1[C:14](=[O:15])[NH:13][C@@H:12]1[CH2:16][C:17]([C:19]1[CH:20]=[C:21]([CH:29]=[CH:30][CH:31]=1)[C:22]([O:24][C:25]([CH3:26])([CH3:28])[CH3:27])=[O:23])=[O:18])[CH3:10]. The catalyst class is: 56. (7) Reactant: Cl[C:2]1[C:11]2[C:6](=[CH:7][C:8]([O:14][CH2:15][CH2:16][Cl:17])=[C:9]([O:12][CH3:13])[CH:10]=2)[N:5]=[CH:4][C:3]=1[C:18]#[N:19].[O:20]([C:27]1[CH:33]=[CH:32][C:30]([NH2:31])=[CH:29][CH:28]=1)[C:21]1[CH:26]=[CH:25][CH:24]=[CH:23][CH:22]=1.Cl.N1C=CC=CC=1.O. Product: [Cl:17][CH2:16][CH2:15][O:14][C:8]1[CH:7]=[C:6]2[C:11]([C:2]([NH:31][C:30]3[CH:29]=[CH:28][C:27]([O:20][C:21]4[CH:26]=[CH:25][CH:24]=[CH:23][CH:22]=4)=[CH:33][CH:32]=3)=[C:3]([C:18]#[N:19])[CH:4]=[N:5]2)=[CH:10][C:9]=1[O:12][CH3:13]. The catalyst class is: 486.